The task is: Regression. Given two drug SMILES strings and cell line genomic features, predict the synergy score measuring deviation from expected non-interaction effect.. This data is from NCI-60 drug combinations with 297,098 pairs across 59 cell lines. (1) Drug 1: CC1=CC2C(CCC3(C2CCC3(C(=O)C)OC(=O)C)C)C4(C1=CC(=O)CC4)C. Drug 2: C1=NC2=C(N=C(N=C2N1C3C(C(C(O3)CO)O)O)F)N. Cell line: HOP-92. Synergy scores: CSS=4.07, Synergy_ZIP=4.11, Synergy_Bliss=8.55, Synergy_Loewe=-10.2, Synergy_HSA=0.319. (2) Drug 1: C1=NC2=C(N=C(N=C2N1C3C(C(C(O3)CO)O)F)Cl)N. Drug 2: B(C(CC(C)C)NC(=O)C(CC1=CC=CC=C1)NC(=O)C2=NC=CN=C2)(O)O. Cell line: SF-268. Synergy scores: CSS=83.1, Synergy_ZIP=10.9, Synergy_Bliss=10.5, Synergy_Loewe=6.19, Synergy_HSA=10.8. (3) Drug 1: C1=CC(=CC=C1CC(C(=O)O)N)N(CCCl)CCCl.Cl. Drug 2: COC1=NC(=NC2=C1N=CN2C3C(C(C(O3)CO)O)O)N. Cell line: SK-OV-3. Synergy scores: CSS=0.803, Synergy_ZIP=2.45, Synergy_Bliss=3.73, Synergy_Loewe=-3.92, Synergy_HSA=-0.993. (4) Drug 1: CC12CCC(CC1=CCC3C2CCC4(C3CC=C4C5=CN=CC=C5)C)O. Cell line: SNB-19. Drug 2: CC1=C(C(CCC1)(C)C)C=CC(=CC=CC(=CC(=O)O)C)C. Synergy scores: CSS=-2.99, Synergy_ZIP=1.06, Synergy_Bliss=-0.701, Synergy_Loewe=-5.53, Synergy_HSA=-5.18.